From a dataset of Reaction yield outcomes from USPTO patents with 853,638 reactions. Predict the reaction yield, written as a fraction of the theoretical maximum amount of product (1.0 means a 100% yield; for example, 0.34 means a 34% yield). (1) The reactants are [O:1]=[C:2]1[CH2:10][CH2:9][CH2:8][C:7]2[NH:6][N:5]=[C:4]([C:11]([O:13][CH2:14][CH3:15])=[O:12])[C:3]1=2.F[C:17]1[CH:22]=[C:21]([I:23])[CH:20]=[CH:19][N:18]=1. No catalyst specified. The product is [I:23][C:21]1[CH:20]=[CH:19][N:18]=[C:17]([N:6]2[C:7]3[CH2:8][CH2:9][CH2:10][C:2](=[O:1])[C:3]=3[C:4]([C:11]([O:13][CH2:14][CH3:15])=[O:12])=[N:5]2)[CH:22]=1. The yield is 0.710. (2) The reactants are [F:1][C:2]([F:26])([F:25])[C:3]1[CH:8]=[C:7]([N+:9]([O-])=O)[CH:6]=[CH:5][C:4]=1[C:12]1[CH:17]=[CH:16][C:15]([N+:18]([O-])=O)=[CH:14][C:13]=1[C:21]([F:24])([F:23])[F:22]. The catalyst is [Pd].C(OCC)(=O)C. The product is [F:1][C:2]([F:25])([F:26])[C:3]1[CH:8]=[C:7]([NH2:9])[CH:6]=[CH:5][C:4]=1[C:12]1[CH:17]=[CH:16][C:15]([NH2:18])=[CH:14][C:13]=1[C:21]([F:22])([F:23])[F:24]. The yield is 0.900. (3) The reactants are C(O[C:6](=[O:22])[NH:7][C@@H:8]([CH2:15][C:16]1[CH:21]=[CH:20][CH:19]=[CH:18][CH:17]=1)[C@H:9]([OH:14])[CH2:10][N:11]=[N+:12]=[N-:13])(C)(C)C.[H-].[Na+].[CH3:25]I. The catalyst is CN(C=O)C. The product is [N:11]([CH2:10][C@H:9]1[O:14][C:6](=[O:22])[N:7]([CH3:25])[C@H:8]1[CH2:15][C:16]1[CH:17]=[CH:18][CH:19]=[CH:20][CH:21]=1)=[N+:12]=[N-:13]. The yield is 0.840. (4) The reactants are [Cl:1][C:2]1[N:7]=[CH:6][C:5]([C:8](Cl)=[O:9])=[CH:4][CH:3]=1.[NH2:11][C:12]1[CH:13]=[C:14]([NH:19][C:20]([C:22]2[CH:27]=[CH:26][N:25]=[C:24]([N:28]3[CH2:33][CH2:32][O:31][CH2:30][CH2:29]3)[CH:23]=2)=[O:21])[CH:15]=[CH:16][C:17]=1[CH3:18]. No catalyst specified. The product is [Cl:1][C:2]1[N:7]=[CH:6][C:5]([C:8]([NH:11][C:12]2[CH:13]=[C:14]([NH:19][C:20]([C:22]3[CH:27]=[CH:26][N:25]=[C:24]([N:28]4[CH2:33][CH2:32][O:31][CH2:30][CH2:29]4)[CH:23]=3)=[O:21])[CH:15]=[CH:16][C:17]=2[CH3:18])=[O:9])=[CH:4][CH:3]=1. The yield is 0.560.